Dataset: Catalyst prediction with 721,799 reactions and 888 catalyst types from USPTO. Task: Predict which catalyst facilitates the given reaction. Reactant: C1(P(C2C=CC=CC=2)C2C=CC=CC=2)C=CC=CC=1.N1C=CN=C1.[I:25]I.[CH3:27][C:28]1([CH3:36])[O:32][CH:31]([CH2:33][CH2:34]O)[CH2:30][O:29]1. Product: [I:25][CH2:34][CH2:33][CH:31]1[CH2:30][O:29][C:28]([CH3:36])([CH3:27])[O:32]1. The catalyst class is: 577.